Dataset: Full USPTO retrosynthesis dataset with 1.9M reactions from patents (1976-2016). Task: Predict the reactants needed to synthesize the given product. (1) The reactants are: Br[C:2]1[CH:3]=[C:4]([C:16]2[CH:21]=[CH:20][N:19]=[CH:18][CH:17]=2)[C:5]([C:9]2[CH:14]=[CH:13][CH:12]=[C:11]([F:15])[CH:10]=2)=[N:6][C:7]=1[NH2:8].C(N(CC)CC)C.[CH3:29][Si:30]([C:33]#[CH:34])([CH3:32])[CH3:31]. Given the product [F:15][C:11]1[CH:10]=[C:9]([C:5]2[C:4]([C:16]3[CH:21]=[CH:20][N:19]=[CH:18][CH:17]=3)=[CH:3][C:2]([C:34]#[C:33][Si:30]([CH3:32])([CH3:31])[CH3:29])=[C:7]([NH2:8])[N:6]=2)[CH:14]=[CH:13][CH:12]=1, predict the reactants needed to synthesize it. (2) Given the product [Cl:1][C:2]1[CH:3]=[C:4]([CH:39]=[CH:40][CH:41]=1)[CH2:5][NH:6][C:7]1[N:12]=[C:11]([C:13]2[C:21]3[C:16](=[N:17][C:18]([NH:22][CH2:23][CH2:24][N:25]4[CH2:26][CH2:27][O:28][CH2:29][CH2:30]4)=[N:19][CH:20]=3)[NH:15][N:14]=2)[CH:10]=[CH:9][CH:8]=1, predict the reactants needed to synthesize it. The reactants are: [Cl:1][C:2]1[CH:3]=[C:4]([CH:39]=[CH:40][CH:41]=1)[CH2:5][NH:6][C:7]1[N:12]=[C:11]([C:13]2[C:21]3[C:16](=[N:17][C:18]([NH:22][CH2:23][CH2:24][N:25]4[CH2:30][CH2:29][O:28][CH2:27][CH2:26]4)=[N:19][CH:20]=3)[N:15](COCC[Si](C)(C)C)[N:14]=2)[CH:10]=[CH:9][CH:8]=1.C(O)(C(F)(F)F)=O.C([O-])(O)=O.[Na+].